Task: Predict the reactants needed to synthesize the given product.. Dataset: Full USPTO retrosynthesis dataset with 1.9M reactions from patents (1976-2016) (1) Given the product [Br:1][C:2]1[CH:3]=[C:4]2[C:9](=[CH:10][CH:11]=1)[N:8]=[C:7]([Cl:43])[C:6]([O:13][C:14]1[CH:19]=[CH:18][CH:17]=[CH:16][CH:15]=1)=[C:5]2[C:20]([F:23])([F:22])[F:21], predict the reactants needed to synthesize it. The reactants are: [Br:1][C:2]1[CH:3]=[C:4]2[C:9](=[CH:10][CH:11]=1)[NH:8][C:7](=O)[C:6]([O:13][C:14]1[CH:19]=[CH:18][CH:17]=[CH:16][CH:15]=1)=[C:5]2[C:20]([F:23])([F:22])[F:21].BrC1C=C2C(=CC=1)NC(=O)C(OC1C=CC([Cl:43])=CC=1)=C2C(F)(F)F. (2) Given the product [C:1]([C:4]1[C:22](=[O:23])[C@@:8]2([CH3:24])[C:9]3[C:15]([OH:16])=[CH:14][C:13]([O:17][CH3:18])=[C:12]([C:19]([NH:21][CH2:29][C:28]4[CH:31]=[CH:32][CH:33]=[CH:34][C:27]=4[F:26])=[O:20])[C:10]=3[O:11][C:7]2=[CH:6][C:5]=1[OH:25])(=[O:3])[CH3:2], predict the reactants needed to synthesize it. The reactants are: [C:1]([C:4]1[C:22](=[O:23])[C@@:8]2([CH3:24])[C:9]3[C:15]([OH:16])=[CH:14][C:13]([O:17][CH3:18])=[C:12]([C:19]([NH2:21])=[O:20])[C:10]=3[O:11][C:7]2=[CH:6][C:5]=1[OH:25])(=[O:3])[CH3:2].[F:26][C:27]1[CH:34]=[CH:33][CH:32]=[CH:31][C:28]=1[CH:29]=O.C([SiH](CC)CC)C.FC(F)(F)C(O)=O. (3) Given the product [Cl:26][CH2:2][C:3]1[CH:23]=[C:6]2[C:7](=[O:22])[NH:8][C:9]([C:11]3[CH:16]=[CH:15][C:14]([O:17][C:18]([F:21])([F:20])[F:19])=[CH:13][CH:12]=3)=[CH:10][N:5]2[N:4]=1, predict the reactants needed to synthesize it. The reactants are: O[CH2:2][C:3]1[CH:23]=[C:6]2[C:7](=[O:22])[NH:8][C:9]([C:11]3[CH:16]=[CH:15][C:14]([O:17][C:18]([F:21])([F:20])[F:19])=[CH:13][CH:12]=3)=[CH:10][N:5]2[N:4]=1.S(Cl)([Cl:26])=O. (4) Given the product [F:29][C:28]1[C:23]([O:1][CH:2]2[CH2:3][CH2:4][N:5]([C:8]([O:10][C:11]([CH3:14])([CH3:13])[CH3:12])=[O:9])[CH2:6][CH2:7]2)=[N:24][CH:25]=[C:26]([F:30])[CH:27]=1.[F:22][C:23]1[C:28]([F:29])=[CH:27][C:26]([O:1][CH:2]2[CH2:3][CH2:4][N:5]([C:8]([O:10][C:11]([CH3:14])([CH3:13])[CH3:12])=[O:9])[CH2:6][CH2:7]2)=[CH:25][N:24]=1, predict the reactants needed to synthesize it. The reactants are: [OH:1][CH:2]1[CH2:7][CH2:6][N:5]([C:8]([O:10][C:11]([CH3:14])([CH3:13])[CH3:12])=[O:9])[CH2:4][CH2:3]1.CN(C)C=O.[H-].[Na+].[F:22][C:23]1[C:28]([F:29])=[CH:27][C:26]([F:30])=[CH:25][N:24]=1. (5) Given the product [N:8]1[CH:13]=[CH:12][CH:11]=[CH:10][C:9]=1[CH2:14][O:15][C:16]1[CH:17]=[CH:18][C:19]([C:22]2([C:29]3[CH:36]=[CH:35][C:32]([C:33]4[N-:34][N:3]=[N:2][N:1]=4)=[CH:31][CH:30]=3)[CH2:27][CH:26]3[CH2:28][CH:23]2[CH2:24][CH2:25]3)=[CH:20][CH:21]=1.[NH4+:1], predict the reactants needed to synthesize it. The reactants are: [N:1]([Sn](C)(C)C)=[N+:2]=[N-:3].[N:8]1[CH:13]=[CH:12][CH:11]=[CH:10][C:9]=1[CH2:14][O:15][C:16]1[CH:21]=[CH:20][C:19]([C:22]2([C:29]3[CH:36]=[CH:35][C:32]([C:33]#[N:34])=[CH:31][CH:30]=3)[CH2:27][CH:26]3[CH2:28][CH:23]2[CH2:24][CH2:25]3)=[CH:18][CH:17]=1.